From a dataset of Full USPTO retrosynthesis dataset with 1.9M reactions from patents (1976-2016). Predict the reactants needed to synthesize the given product. (1) Given the product [O:1]1[CH:5]=[CH:4][CH:3]=[C:2]1[C:6]1[N:11]=[C:10]([NH2:12])[N:9]=[C:8]2[N:13]([CH2:24][C:23]3[CH:26]=[CH:27][CH:28]=[C:21]([N+:18]([O-:20])=[O:19])[CH:22]=3)[N:14]=[CH:15][C:7]=12, predict the reactants needed to synthesize it. The reactants are: [O:1]1[CH:5]=[CH:4][CH:3]=[C:2]1[C:6]1[N:11]=[C:10]([NH2:12])[N:9]=[C:8]2[NH:13][N:14]=[CH:15][C:7]=12.[H-].[Na+].[N+:18]([C:21]1[CH:22]=[C:23]([CH:26]=[CH:27][CH:28]=1)[CH2:24]Br)([O-:20])=[O:19].O. (2) Given the product [C:1]([O:5][C:6]([N:8]1[C:13]2[CH:14]=[C:15]([Cl:20])[C:16]([O:18][CH3:19])=[CH:17][C:12]=2[O:11][CH:10]([C:21](=[O:22])[NH:24][CH2:25][C:26]2([OH:40])[CH2:27][CH2:28][N:29]([CH2:32][C:33]3[CH:38]=[CH:37][C:36]([F:39])=[CH:35][CH:34]=3)[CH2:30][CH2:31]2)[CH2:9]1)=[O:7])([CH3:4])([CH3:2])[CH3:3], predict the reactants needed to synthesize it. The reactants are: [C:1]([O:5][C:6]([N:8]1[C:13]2[CH:14]=[C:15]([Cl:20])[C:16]([O:18][CH3:19])=[CH:17][C:12]=2[O:11][CH:10]([C:21](O)=[O:22])[CH2:9]1)=[O:7])([CH3:4])([CH3:3])[CH3:2].[NH2:24][CH2:25][C:26]1([OH:40])[CH2:31][CH2:30][N:29]([CH2:32][C:33]2[CH:38]=[CH:37][C:36]([F:39])=[CH:35][CH:34]=2)[CH2:28][CH2:27]1.CCN=C=NCCCN(C)C.C1C=CC2N(O)N=NC=2C=1.CCN(C(C)C)C(C)C. (3) Given the product [C:1]([O:5][CH2:6][CH2:7][N:8]1[CH2:13][CH2:12][CH:11]([O:14][C:15]2[CH:24]=[C:23]([O:28][CH3:27])[CH:22]=[C:21]3[C:16]=2[C:17](=[O:26])[NH:18][CH:19]=[N:20]3)[CH2:10][CH2:9]1)([CH3:4])([CH3:3])[CH3:2], predict the reactants needed to synthesize it. The reactants are: [C:1]([O:5][CH2:6][CH2:7][N:8]1[CH2:13][CH2:12][CH:11]([O:14][C:15]2[CH:24]=[C:23](F)[CH:22]=[C:21]3[C:16]=2[C:17](=[O:26])[NH:18][CH:19]=[N:20]3)[CH2:10][CH2:9]1)([CH3:4])([CH3:3])[CH3:2].[CH3:27][OH:28]. (4) Given the product [C:1]([O:5][C:6]([NH:8][C@H:9]([CH:13]1[CH2:14][CH2:15][O:16][CH2:17][CH2:18]1)[C:10]([O:12][CH2:26][C:27]([C:29]1[CH:34]=[C:33]([F:35])[CH:32]=[CH:31][C:30]=1[F:36])=[O:28])=[O:11])=[O:7])([CH3:4])([CH3:2])[CH3:3], predict the reactants needed to synthesize it. The reactants are: [C:1]([O:5][C:6]([NH:8][C@H:9]([CH:13]1[CH2:18][CH2:17][O:16][CH2:15][CH2:14]1)[C:10]([OH:12])=[O:11])=[O:7])([CH3:4])([CH3:3])[CH3:2].C([O-])([O-])=O.[K+].[K+].Cl[CH2:26][C:27]([C:29]1[CH:34]=[C:33]([F:35])[CH:32]=[CH:31][C:30]=1[F:36])=[O:28]. (5) Given the product [CH3:12][N:13]([C:9](=[O:10])[CH2:8][O:1][C:2]1[CH:7]=[CH:6][CH:5]=[CH:4][CH:3]=1)[C@H:14]1[CH2:33][N:18]2[C:19]3[C:24]([C:25]([CH2:26][C:27]([OH:29])=[O:28])=[C:17]2[CH2:16][CH2:15]1)=[CH:23][CH:22]=[CH:21][CH:20]=3, predict the reactants needed to synthesize it. The reactants are: [O:1]([CH2:8][C:9](Cl)=[O:10])[C:2]1[CH:7]=[CH:6][CH:5]=[CH:4][CH:3]=1.[CH3:12][NH:13][C@H:14]1[CH2:33][N:18]2[C:19]3[C:24]([C:25]([CH2:26][C:27]([O:29]CCC)=[O:28])=[C:17]2[CH2:16][CH2:15]1)=[CH:23][CH:22]=[CH:21][CH:20]=3. (6) The reactants are: [NH2:1][C:2]1[S:3][C:4]([CH2:12][CH2:13][N:14]2[C:22](=[O:23])[C:21]3[C:16](=[CH:17][CH:18]=[CH:19][CH:20]=3)[C:15]2=[O:24])=[CH:5][C:6]=1[C:7]([O:9]CC)=O.C(O)(=O)C.[CH:29](N)=[NH:30]. Given the product [OH:9][C:7]1[C:6]2[CH:5]=[C:4]([CH2:12][CH2:13][N:14]3[C:22](=[O:23])[C:21]4[C:16](=[CH:17][CH:18]=[CH:19][CH:20]=4)[C:15]3=[O:24])[S:3][C:2]=2[N:1]=[CH:29][N:30]=1, predict the reactants needed to synthesize it. (7) Given the product [CH3:15][CH:16]1[CH2:44][O:43][C:19]2([O:23][CH:22]3[CH2:24][CH:25]4[CH:30]5[CH2:31][CH2:32][CH:33]6[CH2:38][CH:37]([O:39][C:64]([C:65]7[CH:70]=[CH:69][CH:68]=[CH:67][CH:66]=7)=[O:71])[CH2:36][CH2:35][C:34]6([CH3:40])[CH:29]5[CH2:28][CH2:27][C:26]4([CH3:41])[CH:21]3[CH:20]2[CH3:42])[CH2:18][CH2:17]1, predict the reactants needed to synthesize it. The reactants are: CC(OC(/N=N/C(OC(C)C)=O)=O)C.[CH3:15][C@@H:16]1[CH2:44][O:43][C@@:19]2([O:23][C@H:22]3[CH2:24][C@H:25]4[C@@H:30]5[CH2:31][CH2:32][C@@H:33]6[CH2:38][C@H:37]([OH:39])[CH2:36][CH2:35][C@:34]6([CH3:40])[C@H:29]5[CH2:28][CH2:27][C@:26]4([CH3:41])[C@H:21]3[C@@H:20]2[CH3:42])[CH2:18][CH2:17]1.C1(P(C2C=CC=CC=2)C2C=CC=CC=2)C=CC=CC=1.[C:64](O)(=[O:71])[C:65]1[CH:70]=[CH:69][CH:68]=[CH:67][CH:66]=1.